This data is from Catalyst prediction with 721,799 reactions and 888 catalyst types from USPTO. The task is: Predict which catalyst facilitates the given reaction. (1) Reactant: Cl[C:2]1[C:7]([C:8]2[CH:9]=[C:10]([S:14]([NH2:17])(=[O:16])=[O:15])[CH:11]=[CH:12][CH:13]=2)=[C:6]([C:18]2[CH:23]=[CH:22][C:21]([F:24])=[CH:20][CH:19]=2)[N:5]=[C:4]([C:25]([F:28])([F:27])[F:26])[N:3]=1.[OH:29][C:30]1[CH:40]=[CH:39][C:33]([C:34]([NH:36][O:37][CH3:38])=[O:35])=[CH:32][C:31]=1[O:41][CH3:42].C(=O)([O-])[O-].[K+].[K+]. Product: [CH3:42][O:41][C:31]1[CH:32]=[C:33]([CH:39]=[CH:40][C:30]=1[O:29][C:2]1[C:7]([C:8]2[CH:13]=[CH:12][CH:11]=[C:10]([S:14]([NH2:17])(=[O:16])=[O:15])[CH:9]=2)=[C:6]([C:18]2[CH:23]=[CH:22][C:21]([F:24])=[CH:20][CH:19]=2)[N:5]=[C:4]([C:25]([F:28])([F:27])[F:26])[N:3]=1)[C:34]([NH:36][O:37][CH3:38])=[O:35]. The catalyst class is: 10. (2) Reactant: Br[C:2]1[S:10][C:9]2[C:4](=[N:5][CH:6]=[CH:7][C:8]=2[O:11][C:12]2[CH:17]=[CH:16][C:15]([N+:18]([O-:20])=[O:19])=[CH:14][C:13]=2[F:21])[CH:3]=1.[CH2:22]([N:24]([CH2:27][CH3:28])[CH2:25]C)C.[CH2:29]1COCC1. Product: [F:21][C:13]1[CH:14]=[C:15]([N+:18]([O-:20])=[O:19])[CH:16]=[CH:17][C:12]=1[O:11][C:8]1[CH:7]=[CH:6][N:5]=[C:4]2[CH:3]=[C:2]([C:29]#[C:28][CH2:27][N:24]([CH3:25])[CH3:22])[S:10][C:9]=12. The catalyst class is: 724. (3) Reactant: [CH2:1]([C:3]1[CH:8]=[CH:7][C:6]([C:9]2[C:13]3[C:14]([CH3:21])=[C:15]([NH2:20])[C:16]([CH3:19])=[C:17]([CH3:18])[C:12]=3[O:11][CH:10]=2)=[CH:5][CH:4]=1)[CH3:2]. Product: [CH2:1]([C:3]1[CH:8]=[CH:7][C:6]([CH:9]2[C:13]3[C:14]([CH3:21])=[C:15]([NH2:20])[C:16]([CH3:19])=[C:17]([CH3:18])[C:12]=3[O:11][CH2:10]2)=[CH:5][CH:4]=1)[CH3:2]. The catalyst class is: 81. (4) Reactant: CC1(C)C2C(=C(P(C3C=CC=CC=3)C3C=CC=CC=3)C=CC=2)OC2C(P(C3C=CC=CC=3)C3C=CC=CC=3)=CC=CC1=2.C(=O)([O-])[O-].[Cs+].[Cs+].Cl[C:50]1[CH:51]=[CH:52][C:53]2[CH2:59][N:58]([CH3:60])[CH2:57][CH:56]([CH2:61][CH2:62][C:63]([F:66])([F:65])[F:64])[O:55][C:54]=2[N:67]=1.[CH3:68][O:69][C:70]1[N:75]=[C:74]([NH2:76])[CH:73]=[CH:72][C:71]=1[C:77]1[CH:78]=[N:79][N:80]([CH3:82])[CH:81]=1. Product: [CH3:68][O:69][C:70]1[N:75]=[C:74]([NH:76][C:50]2[CH:51]=[CH:52][C:53]3[CH2:59][N:58]([CH3:60])[CH2:57][CH:56]([CH2:61][CH2:62][C:63]([F:66])([F:65])[F:64])[O:55][C:54]=3[N:67]=2)[CH:73]=[CH:72][C:71]=1[C:77]1[CH:78]=[N:79][N:80]([CH3:82])[CH:81]=1. The catalyst class is: 160. (5) Product: [C:17]1(/[CH:16]=[CH:15]/[CH2:14][O:13][C:11]([NH:10][C:5]2[CH:6]=[CH:7][CH:8]=[CH:9][C:4]=2[C:3]([OH:23])=[O:2])=[O:12])[CH:22]=[CH:21][CH:20]=[CH:19][CH:18]=1. The catalyst class is: 92. Reactant: C[O:2][C:3](=[O:23])[C:4]1[CH:9]=[CH:8][CH:7]=[CH:6][C:5]=1[NH:10][C:11]([O:13][CH2:14]/[CH:15]=[CH:16]/[C:17]1[CH:22]=[CH:21][CH:20]=[CH:19][CH:18]=1)=[O:12].[Li+].[OH-].CCOC(C)=O. (6) The catalyst class is: 2. Product: [C:1]([O:5][C:6]([N:8]1[CH2:13][CH2:12][CH:11]([NH:18][CH2:16][CH3:17])[CH2:10][CH2:9]1)=[O:7])([CH3:4])([CH3:3])[CH3:2]. Reactant: [C:1]([O:5][C:6]([N:8]1[CH2:13][CH2:12][C:11](=O)[CH2:10][CH2:9]1)=[O:7])([CH3:4])([CH3:3])[CH3:2].Cl.[CH2:16]([NH2:18])[CH3:17].C(O[BH-](OC(=O)C)OC(=O)C)(=O)C.[Na+].